Dataset: NCI-60 drug combinations with 297,098 pairs across 59 cell lines. Task: Regression. Given two drug SMILES strings and cell line genomic features, predict the synergy score measuring deviation from expected non-interaction effect. (1) Drug 1: CC1=C2C(C(=O)C3(C(CC4C(C3C(C(C2(C)C)(CC1OC(=O)C(C(C5=CC=CC=C5)NC(=O)OC(C)(C)C)O)O)OC(=O)C6=CC=CC=C6)(CO4)OC(=O)C)O)C)O. Drug 2: CCC1(C2=C(COC1=O)C(=O)N3CC4=CC5=C(C=CC(=C5CN(C)C)O)N=C4C3=C2)O.Cl. Cell line: HCT-15. Synergy scores: CSS=11.1, Synergy_ZIP=-6.47, Synergy_Bliss=-2.60, Synergy_Loewe=-14.1, Synergy_HSA=-7.64. (2) Drug 1: CC(CN1CC(=O)NC(=O)C1)N2CC(=O)NC(=O)C2. Drug 2: C1=NC2=C(N=C(N=C2N1C3C(C(C(O3)CO)O)O)F)N. Cell line: NCI-H322M. Synergy scores: CSS=2.35, Synergy_ZIP=1.38, Synergy_Bliss=4.24, Synergy_Loewe=2.42, Synergy_HSA=2.08. (3) Drug 1: C1C(C(OC1N2C=NC3=C(N=C(N=C32)Cl)N)CO)O. Drug 2: CC1CCCC2(C(O2)CC(NC(=O)CC(C(C(=O)C(C1O)C)(C)C)O)C(=CC3=CSC(=N3)C)C)C. Cell line: ACHN. Synergy scores: CSS=52.6, Synergy_ZIP=-2.00, Synergy_Bliss=-3.22, Synergy_Loewe=-4.28, Synergy_HSA=-0.303. (4) Drug 1: C1CCN(CC1)CCOC2=CC=C(C=C2)C(=O)C3=C(SC4=C3C=CC(=C4)O)C5=CC=C(C=C5)O. Drug 2: CC12CCC(CC1=CCC3C2CCC4(C3CC=C4C5=CN=CC=C5)C)O. Cell line: MCF7. Synergy scores: CSS=13.3, Synergy_ZIP=-5.08, Synergy_Bliss=1.55, Synergy_Loewe=2.15, Synergy_HSA=4.01.